The task is: Predict the product of the given reaction.. This data is from Forward reaction prediction with 1.9M reactions from USPTO patents (1976-2016). (1) Given the reactants [OH:1][C:2]1[C:11]([CH2:12][CH2:13][C:14]([CH3:16])=[CH2:15])=[C:10]([O:17][CH3:18])[CH:9]=[C:8](/[CH:19]=[CH:20]/[C:21]2[CH:26]=[CH:25][CH:24]=[CH:23][CH:22]=2)[C:3]=1[C:4](OC)=[O:5].[NH2:27][C:28]([NH2:30])=[O:29], predict the reaction product. The product is: [NH2:27][C:28]([NH:30][C:4](=[O:5])[C:3]1[C:8](/[CH:19]=[CH:20]/[C:21]2[CH:26]=[CH:25][CH:24]=[CH:23][CH:22]=2)=[CH:9][C:10]([O:17][CH3:18])=[C:11]([CH2:12][CH2:13][C:14]([CH3:16])=[CH2:15])[C:2]=1[OH:1])=[O:29]. (2) Given the reactants [CH3:1][S:2]([OH:5])(=[O:4])=[O:3].[CH:6]1([NH:9][C:10](=[O:35])[C:11]2[CH:16]=[CH:15][C:14]([CH3:17])=[C:13]([N:18]3[C:27](=[O:28])[C:26]4[C:21](=[CH:22][CH:23]=[C:24]([S:29][CH2:30][CH2:31][N:32]([CH3:34])[CH3:33])[CH:25]=4)[N:20]=[CH:19]3)[CH:12]=2)[CH2:8][CH2:7]1, predict the reaction product. The product is: [CH3:1][S:2]([OH:5])(=[O:4])=[O:3].[CH:6]1([NH:9][C:10](=[O:35])[C:11]2[CH:16]=[CH:15][C:14]([CH3:17])=[C:13]([N:18]3[C:27](=[O:28])[C:26]4[C:21](=[CH:22][CH:23]=[C:24]([S:29][CH2:30][CH2:31][N:32]([CH3:34])[CH3:33])[CH:25]=4)[N:20]=[CH:19]3)[CH:12]=2)[CH2:8][CH2:7]1. (3) Given the reactants [Cl:1][C:2]1[CH:3]=[C:4]([NH:17][CH2:18][N:19](SC)[C:20]#[N:21])[CH:5]=[CH:6][C:7]=1[N:8]1C=C[C:11](=O)[N:10](C)[C:9]1=[O:16].[NH2:24][NH2:25], predict the reaction product. The product is: [NH2:21][C:20]1[NH:25][N:24]=[C:18]([NH:17][C:4]2[CH:5]=[CH:6][C:7]([NH:8][C:9]([NH:10][CH3:11])=[O:16])=[C:2]([Cl:1])[CH:3]=2)[N:19]=1.